Dataset: Forward reaction prediction with 1.9M reactions from USPTO patents (1976-2016). Task: Predict the product of the given reaction. (1) Given the reactants [Cl:1][C:2]1[CH:3]=[C:4]([CH2:9][C:10]([O:12]C)=[O:11])[CH:5]=[C:6]([SH:8])[CH:7]=1.[OH-].[Na+], predict the reaction product. The product is: [Cl:1][C:2]1[CH:3]=[C:4]([CH2:9][C:10]([OH:12])=[O:11])[CH:5]=[C:6]([SH:8])[CH:7]=1. (2) Given the reactants [C:1]([N:4]1[C:13]2[C:8](=[CH:9][C:10]([C:14]3[CH:23]=[CH:22][C:17]([C:18]([O:20]C)=[O:19])=[CH:16][CH:15]=3)=[CH:11][CH:12]=2)[C@H:7]([NH:24][C:25]([O:27][CH:28]([CH3:30])[CH3:29])=[O:26])[CH2:6][C@@H:5]1[CH3:31])(=[O:3])[CH3:2].[OH-].[Li+:33], predict the reaction product. The product is: [C:1]([N:4]1[C:13]2[C:8](=[CH:9][C:10]([C:14]3[CH:23]=[CH:22][C:17]([C:18]([O-:20])=[O:19])=[CH:16][CH:15]=3)=[CH:11][CH:12]=2)[C@H:7]([NH:24][C:25]([O:27][CH:28]([CH3:30])[CH3:29])=[O:26])[CH2:6][C@@H:5]1[CH3:31])(=[O:3])[CH3:2].[Li+:33].